From a dataset of Full USPTO retrosynthesis dataset with 1.9M reactions from patents (1976-2016). Predict the reactants needed to synthesize the given product. Given the product [CH2:1]([N:8]1[CH2:17][CH2:18][C:19]([CH3:14])([OH:20])[CH2:9]1)[C:2]1[CH:7]=[CH:6][CH:5]=[CH:4][CH:3]=1, predict the reactants needed to synthesize it. The reactants are: [CH2:1]([N:8]1CCC[C:9]1=O)[C:2]1[CH:7]=[CH:6][CH:5]=[CH:4][CH:3]=1.[CH3:14][Mg]Br.[CH2:17]1C[O:20][CH2:19][CH2:18]1.